Dataset: Forward reaction prediction with 1.9M reactions from USPTO patents (1976-2016). Task: Predict the product of the given reaction. (1) Given the reactants [Br:1][C:2]1[CH:7]=[CH:6][C:5]([C:8]2[O:12][N:11]=[C:10]([CH3:13])[C:9]=2[CH:14]([OH:18])[CH2:15][CH:16]=[CH2:17])=[CH:4][CH:3]=1.I[C:20]1[CH:25]=[CH:24][CH:23]=[CH:22][CH:21]=1.C(N(CC)CC)C, predict the reaction product. The product is: [Br:1][C:2]1[CH:3]=[CH:4][C:5]([C:8]2[O:12][N:11]=[C:10]([CH3:13])[C:9]=2[C:14](=[O:18])[CH2:15][CH2:16][CH2:17][C:20]2[CH:25]=[CH:24][CH:23]=[CH:22][CH:21]=2)=[CH:6][CH:7]=1. (2) Given the reactants [CH3:1][CH:2]1[CH2:6][CH2:5][CH2:4][N:3]1[C:7]1[N:12]=[C:11]([NH:13][C:14]2[C:15]3[N:16]([CH:29]=[CH:30][N:31]=3)[N:17]=[C:18]([C:20]3[CH:28]=[CH:27][C:23]([C:24]([OH:26])=O)=[CH:22][CH:21]=3)[CH:19]=2)[CH:10]=[CH:9][CH:8]=1.N.O1CCOCC1.CC[N:41]=C=NCCCN(C)C.C1C=CC2N(O)N=NC=2C=1.CCN(CC)CC, predict the reaction product. The product is: [CH3:1][CH:2]1[CH2:6][CH2:5][CH2:4][N:3]1[C:7]1[N:12]=[C:11]([NH:13][C:14]2[C:15]3[N:16]([CH:29]=[CH:30][N:31]=3)[N:17]=[C:18]([C:20]3[CH:21]=[CH:22][C:23]([C:24]([NH2:41])=[O:26])=[CH:27][CH:28]=3)[CH:19]=2)[CH:10]=[CH:9][CH:8]=1. (3) Given the reactants C(OC([N:8]1[CH2:26][CH2:25][C:11]2([CH2:15][N:14]([C:16](=[O:24])[NH:17][C:18]3[CH:19]=[N:20][CH:21]=[CH:22][CH:23]=3)[CH2:13][CH2:12]2)[CH2:10][CH2:9]1)=O)(C)(C)C.[ClH:27].O1CCOCC1, predict the reaction product. The product is: [ClH:27].[N:20]1[CH:21]=[CH:22][CH:23]=[C:18]([NH:17][C:16]([N:14]2[CH2:13][CH2:12][C:11]3([CH2:25][CH2:26][NH:8][CH2:9][CH2:10]3)[CH2:15]2)=[O:24])[CH:19]=1. (4) Given the reactants [CH3:1][C:2]1[N:7]=[CH:6][C:5]([OH:8])=[CH:4][CH:3]=1.C(=O)([O-])[O-].[Cs+].[Cs+].Br[CH2:16][CH:17]1[CH2:19][CH2:18]1.O, predict the reaction product. The product is: [CH:17]1([CH2:16][O:8][C:5]2[CH:4]=[CH:3][C:2]([CH3:1])=[N:7][CH:6]=2)[CH2:19][CH2:18]1. (5) Given the reactants C[C@@H:2]1[CH2:11][C:10]2[C:5](=[CH:6][CH:7]=[C:8]([C@@H:12]3[CH2:17][N:16]4[CH2:18][CH2:19][NH:20][CH2:21][C@H:15]4[CH2:14][N:13]3[C:22]([O:24][C:25]([CH3:28])([CH3:27])[CH3:26])=[O:23])[CH:9]=2)[C:4](=[O:29])[O:3]1.CC1C2COC(=O)C=2C=CC=1C1CO1.OC[C@H]1NCCN(C(OC(C)(C)C)=O)C1, predict the reaction product. The product is: [CH3:2][C:11]1[C:8]([C@H:12]2[CH2:17][N:16]3[CH2:18][CH2:19][NH:20][CH2:21][C@H:15]3[CH2:14][N:13]2[C:22]([O:24][C:25]([CH3:26])([CH3:28])[CH3:27])=[O:23])=[CH:7][CH:6]=[C:5]2[C:10]=1[CH2:9][O:29][C:4]2=[O:3]. (6) Given the reactants C[Si]([Cl:5])(C)C.[Br-].C([NH3+])(C)(C)C.[CH:12]1([C:15](=[O:22])[CH2:16][C:17]([CH:19]2[CH2:21][CH2:20]2)=[O:18])[CH2:14][CH2:13]1.CS(C)=O, predict the reaction product. The product is: [Cl:5][CH:16]([C:17]([CH:19]1[CH2:20][CH2:21]1)=[O:18])[C:15]([CH:12]1[CH2:13][CH2:14]1)=[O:22]. (7) Given the reactants [CH:1]1([NH:6][S:7]([C:10]2[C:11]3[N:12]=[CH:13][CH:14]=[N:15][C:16]=3[CH:17]=[C:18]([C:20]3[C:21]([CH3:26])=[N:22][O:23][C:24]=3[CH3:25])[CH:19]=2)(=[O:9])=[O:8])[CH2:5][CH2:4][CH2:3][CH2:2]1.C1C=C(Cl)C=C(C(OO)=[O:35])C=1, predict the reaction product. The product is: [CH:1]1([NH:6][S:7]([C:10]2[CH:19]=[C:18]([C:20]3[C:21]([CH3:26])=[N:22][O:23][C:24]=3[CH3:25])[CH:17]=[C:16]3[C:11]=2[N:12]=[CH:13][CH:14]=[N+:15]3[O-:35])(=[O:8])=[O:9])[CH2:2][CH2:3][CH2:4][CH2:5]1.